The task is: Binary Classification. Given a drug SMILES string, predict its activity (active/inactive) in a high-throughput screening assay against a specified biological target.. This data is from Cav3 T-type calcium channel HTS with 100,875 compounds. (1) The molecule is O=C(N1CCNCC1)c1cc(c2nnn(C(Cc3ccc(O)cc3)C(OC)=O)c2)cc(c1)c1nnn(c1)C(CO)C(OC)=O. The result is 0 (inactive). (2) The compound is O=C1N(c2cc(ccc2)C)C(=O)NC(=O)C1. The result is 0 (inactive). (3) The drug is S(CC(=O)c1ccc(F)cc1)c1oc(nn1)c1c(occ1)C. The result is 0 (inactive). (4) The compound is O=C1N(c2c(C(=O)N3C1CCCC3)cccc2)CC(=O)N(C)C. The result is 0 (inactive). (5) The compound is s1c(C(=O)NNC(=O)C2C(CCCC2)C(O)=O)c(cc1)C. The result is 0 (inactive). (6) The molecule is O=c1n(c(=O)n(c2nc(n(c12)CC(=O)NCc1ccccc1)NCc1ccccc1)C)C. The result is 0 (inactive). (7) The compound is O=C(NC1CC(N(C(C1)(C)C)C)(C)C)CCC(=O)NC1CC(N(C(C1)(C)C)C)(C)C. The result is 0 (inactive).